This data is from Forward reaction prediction with 1.9M reactions from USPTO patents (1976-2016). The task is: Predict the product of the given reaction. (1) Given the reactants [F:1][C:2]1[CH:7]=[C:6]([F:8])[CH:5]=[CH:4][C:3]=1[NH:9][CH:10]1[CH2:13][N:12]([C:14](OC(C)(C)C)=O)[CH2:11]1.FC(F)(F)C(O)=O.ClCCl.C(N(CC)CC)C.ClC1[N:48]=[CH:47][C:46]([Cl:49])=[CH:45][C:40]=1[C:41]([O:43][CH3:44])=[O:42], predict the reaction product. The product is: [Cl:49][C:46]1[CH:47]=[N:48][C:14]([N:12]2[CH2:11][CH:10]([NH:9][C:3]3[CH:4]=[CH:5][C:6]([F:8])=[CH:7][C:2]=3[F:1])[CH2:13]2)=[C:40]([CH:45]=1)[C:41]([O:43][CH3:44])=[O:42]. (2) Given the reactants [Br:1][C:2]1[CH:3]=[C:4]([CH2:10][C:11]([OH:13])=[O:12])[CH:5]=[CH:6][C:7]=1[C:8]#[N:9].S(Cl)(Cl)=O.[CH3:18]O, predict the reaction product. The product is: [Br:1][C:2]1[CH:3]=[C:4]([CH2:10][C:11]([O:13][CH3:18])=[O:12])[CH:5]=[CH:6][C:7]=1[C:8]#[N:9]. (3) Given the reactants [NH2:1][C:2]1[N:7]=[CH:6][N:5]=[C:4]2[N:8]([C@H:22]([C:24]3[O:25][C:26]4[C:31]([C:32](=[O:41])[C:33]=3[C:34]3[CH:39]=[CH:38][CH:37]=[C:36]([F:40])[CH:35]=3)=[C:30]([F:42])[CH:29]=[CH:28][CH:27]=4)[CH3:23])[N:9]=[C:10]([C:11]3[CH:16]=[CH:15][C:14]([O:17][CH3:18])=[C:13]([N+:19]([O-])=O)[CH:12]=3)[C:3]=12, predict the reaction product. The product is: [NH2:1][C:2]1[N:7]=[CH:6][N:5]=[C:4]2[N:8]([C@H:22]([C:24]3[O:25][C:26]4[C:31]([C:32](=[O:41])[C:33]=3[C:34]3[CH:39]=[CH:38][CH:37]=[C:36]([F:40])[CH:35]=3)=[C:30]([F:42])[CH:29]=[CH:28][CH:27]=4)[CH3:23])[N:9]=[C:10]([C:11]3[CH:16]=[CH:15][C:14]([O:17][CH3:18])=[C:13]([NH2:19])[CH:12]=3)[C:3]=12. (4) Given the reactants [Cl:1][CH2:2][C:3](Cl)=[O:4].[Cl:6][CH2:7][CH2:8][CH2:9][OH:10].N1C=CC=CC=1, predict the reaction product. The product is: [Cl:1][CH2:2][C:3]([O:10][CH2:9][CH2:8][CH2:7][Cl:6])=[O:4]. (5) Given the reactants [CH2:1]([C:5]1[CH:10]=[CH:9][C:8]([NH:11]C(=O)C)=[C:7]([Cl:15])[CH:6]=1)[CH2:2][CH2:3][CH3:4].Cl.[OH-].[K+], predict the reaction product. The product is: [Cl:15][C:7]1[CH:6]=[C:5]([CH2:1][CH2:2][CH2:3][CH3:4])[CH:10]=[CH:9][C:8]=1[NH2:11]. (6) The product is: [F:1][C:2]1[CH:7]=[CH:6][C:5]([C@H:8]2[C:12]3([CH2:13][CH2:14][N:15]([CH2:20][CH2:21][NH:22][C:23](=[O:29])[O:24][C:25]([CH3:28])([CH3:27])[CH3:26])[CH2:16][CH2:17]3)[C:11](=[O:18])[NH:10][CH2:9]2)=[CH:4][CH:3]=1. Given the reactants [F:1][C:2]1[CH:7]=[CH:6][C:5]([C@H:8]2[C:12]3([CH2:17][CH2:16][NH:15][CH2:14][CH2:13]3)[C:11](=[O:18])[NH:10][CH2:9]2)=[CH:4][CH:3]=1.O=[CH:20][CH2:21][NH:22][C:23](=[O:29])[O:24][C:25]([CH3:28])([CH3:27])[CH3:26].C1COCC1.C(O[BH-](OC(=O)C)OC(=O)C)(=O)C.[Na+], predict the reaction product.